Dataset: Full USPTO retrosynthesis dataset with 1.9M reactions from patents (1976-2016). Task: Predict the reactants needed to synthesize the given product. (1) Given the product [CH2:1]([O:3][C:4](=[O:17])[CH2:5][N:6]1[C:14]2[CH2:13][CH2:12][CH2:11][CH:10]([NH2:15])[C:9]=2[CH:8]=[N:7]1)[CH3:2], predict the reactants needed to synthesize it. The reactants are: [CH2:1]([O:3][C:4](=[O:17])[CH2:5][N:6]1[C:14]2[CH2:13][CH2:12][CH2:11][C:10](=[N:15]O)[C:9]=2[CH:8]=[N:7]1)[CH3:2].C([BH3-])#N.[Na+].C([O-])(=O)C.[NH4+].N.[Cl-].[NH4+]. (2) Given the product [Cl:1][C:2]1[CH:10]=[CH:9][C:8]([I:11])=[CH:7][C:3]=1[C:4]([Cl:15])=[O:5], predict the reactants needed to synthesize it. The reactants are: [Cl:1][C:2]1[CH:10]=[CH:9][C:8]([I:11])=[CH:7][C:3]=1[C:4](O)=[O:5].C(Cl)(=O)C([Cl:15])=O. (3) Given the product [C:5]1([C@H:4]([NH2:11])[CH2:3][N:12]2[CH2:16][CH2:15][CH2:14][CH2:13]2)[CH:6]=[CH:7][CH:8]=[CH:9][CH:10]=1, predict the reactants needed to synthesize it. The reactants are: BO[CH:3]([N:12]1[CH2:16][CH2:15][CH2:14][CH2:13]1)[C@@H:4]([NH2:11])[C:5]1[CH:10]=[CH:9][CH:8]=[CH:7][CH:6]=1. (4) The reactants are: C([O:3][C:4]([C:6]1([CH2:21][CH2:22]OC)[CH2:11][CH2:10][N:9]([S:12]([C:15]2[CH:20]=[CH:19][CH:18]=[CH:17][CH:16]=2)(=[O:14])=[O:13])[CH2:8][CH2:7]1)=O)C.[Cl-].C[Al+]C.[NH2:29][C:30]1[CH:31]=[N:32][CH:33]=[CH:34][CH:35]=1. Given the product [C:15]1([S:12]([N:9]2[CH2:10][CH2:11][C:6]3([C:4](=[O:3])[N:29]([C:30]4[CH:31]=[N:32][CH:33]=[CH:34][CH:35]=4)[CH2:22][CH2:21]3)[CH2:7][CH2:8]2)(=[O:13])=[O:14])[CH:20]=[CH:19][CH:18]=[CH:17][CH:16]=1, predict the reactants needed to synthesize it.